From a dataset of NCI-60 drug combinations with 297,098 pairs across 59 cell lines. Regression. Given two drug SMILES strings and cell line genomic features, predict the synergy score measuring deviation from expected non-interaction effect. Drug 1: C1C(C(OC1N2C=NC3=C(N=C(N=C32)Cl)N)CO)O. Drug 2: CC1=C(C=C(C=C1)NC(=O)C2=CC=C(C=C2)CN3CCN(CC3)C)NC4=NC=CC(=N4)C5=CN=CC=C5. Cell line: OVCAR-4. Synergy scores: CSS=4.95, Synergy_ZIP=-1.60, Synergy_Bliss=1.74, Synergy_Loewe=0.251, Synergy_HSA=1.11.